From a dataset of Reaction yield outcomes from USPTO patents with 853,638 reactions. Predict the reaction yield, written as a fraction of the theoretical maximum amount of product (1.0 means a 100% yield; for example, 0.34 means a 34% yield). (1) The reactants are [CH:1]1([CH2:6][CH:7]([C:11]2[CH:16]=[CH:15][C:14]([S:17]([CH3:20])(=[O:19])=[O:18])=[C:13]([N+:21]([O-:23])=[O:22])[CH:12]=2)[C:8]([OH:10])=O)[CH2:5][CH2:4][CH2:3][CH2:2]1.C(N(CC)CC)C.F[P-](F)(F)(F)(F)F.N1(O[P+](N(C)C)(N(C)C)N(C)C)C2C=CC=CC=2N=N1.S(O)(O)(=O)=O.[NH2:63][C:64]1[NH:65][CH:66]=[CH:67][N:68]=1.Cl. The catalyst is C(Cl)Cl.CN(C)C=O.O.C(OCC)(=O)C. The product is [CH:1]1([CH2:6][CH:7]([C:11]2[CH:16]=[CH:15][C:14]([S:17]([CH3:20])(=[O:18])=[O:19])=[C:13]([N+:21]([O-:23])=[O:22])[CH:12]=2)[C:8]([NH:63][C:64]2[NH:65][CH:66]=[CH:67][N:68]=2)=[O:10])[CH2:5][CH2:4][CH2:3][CH2:2]1. The yield is 0.140. (2) The reactants are CC([O-])(C)C.[Na+].Br[C:8]1[CH:9]=[C:10]([Cl:16])[C:11]([O:14][CH3:15])=[N:12][CH:13]=1.[C:17]([O:21][C:22]([N:24]1[CH2:28][CH2:27][C@H:26]([O:29][C:30]2[C:31]3[CH2:39][NH:38][CH2:37][CH2:36][C:32]=3[N:33]=[CH:34][N:35]=2)[CH2:25]1)=[O:23])([CH3:20])([CH3:19])[CH3:18].CCOC(C)=O. The catalyst is C1COCC1.C1C=CC(/C=C/C(/C=C/C2C=CC=CC=2)=O)=CC=1.C1C=CC(/C=C/C(/C=C/C2C=CC=CC=2)=O)=CC=1.C1C=CC(/C=C/C(/C=C/C2C=CC=CC=2)=O)=CC=1.[Pd].[Pd].CC(C1C=C(C(C)C)C(C2C=CC=CC=2P(C2CCCCC2)C2CCCCC2)=C(C(C)C)C=1)C. The product is [C:17]([O:21][C:22]([N:24]1[CH2:28][CH2:27][C@H:26]([O:29][C:30]2[C:31]3[CH2:39][N:38]([C:8]4[CH:13]=[N:12][C:11]([O:14][CH3:15])=[C:10]([Cl:16])[CH:9]=4)[CH2:37][CH2:36][C:32]=3[N:33]=[CH:34][N:35]=2)[CH2:25]1)=[O:23])([CH3:20])([CH3:18])[CH3:19]. The yield is 0.600. (3) The reactants are [CH2:1]([O:8][C:9](=[O:18])[NH:10][C@@H:11]([CH:15]([CH3:17])[CH3:16])[CH2:12][CH:13]=O)[C:2]1[CH:7]=[CH:6][CH:5]=[CH:4][CH:3]=1.[CH3:19][C:20]1([CH3:41])[O:24][C@@H:23]2[C@@H:25]([CH2:38][NH:39][CH3:40])[O:26][C@@H:27]([N:28]3[CH:36]=[N:35][C:34]4[C:29]3=[N:30][CH:31]=[N:32][C:33]=4[NH2:37])[C@@H:22]2[O:21]1.[BH-](OC(C)=O)(OC(C)=O)OC(C)=O.[Na+]. The catalyst is ClCCCl. The product is [CH2:1]([O:8][C:9](=[O:18])[NH:10][C@@H:11]([CH:15]([CH3:17])[CH3:16])[CH2:12][CH2:13][N:39]([CH2:38][C@@H:25]1[C@@H:23]2[C@@H:22]([O:21][C:20]([CH3:41])([CH3:19])[O:24]2)[C@H:27]([N:28]2[CH:36]=[N:35][C:34]3[C:29]2=[N:30][CH:31]=[N:32][C:33]=3[NH2:37])[O:26]1)[CH3:40])[C:2]1[CH:7]=[CH:6][CH:5]=[CH:4][CH:3]=1. The yield is 0.470. (4) The catalyst is CN(C=O)C.O. The reactants are [F:1][C:2]1[CH:7]=[CH:6][C:5]([N:8]2[CH:13]=[C:12]([N+:14]([O-:16])=[O:15])[CH:11]=[C:10]([C:17]([OH:19])=O)[C:9]2=[O:20])=[CH:4][CH:3]=1.Cl.Cl.[F:23][C:24]1[CH:25]=[C:26]([NH:51]C(NC(=O)CC2C=CC(F)=CC=2)=S)[CH:27]=[CH:28][C:29]=1[O:30][C:31]1[C:36]2=[C:37]([CH3:50])C(OCCN3CCN(C)CC3)=CN2N=CN=1.CN([P+](ON1N=[N:83][C:78]2[CH:79]=CC=CC1=2)(N(C)C)N(C)C)C.F[P-](F)(F)(F)(F)F.[CH2:92]([N:94](CC)CC)C. The product is [NH:94]1[C:92]2=[N:83][CH:78]=[CH:79][C:31]([O:30][C:29]3[CH:28]=[CH:27][C:26]([NH:51][C:17]([C:10]4[C:9](=[O:20])[N:8]([C:5]5[CH:4]=[CH:3][C:2]([F:1])=[CH:7][CH:6]=5)[CH:13]=[C:12]([N+:14]([O-:16])=[O:15])[CH:11]=4)=[O:19])=[CH:25][C:24]=3[F:23])=[C:36]2[CH:37]=[CH:50]1. The yield is 0.760. (5) The reactants are Cl.[CH2:2]=[C:3]1[CH2:8][CH2:7][NH:6][CH2:5][CH2:4]1.C(N(CC)CC)C.[C:16](O[C:16]([O:18][C:19]([CH3:22])([CH3:21])[CH3:20])=[O:17])([O:18][C:19]([CH3:22])([CH3:21])[CH3:20])=[O:17]. The catalyst is ClCCl. The product is [CH2:2]=[C:3]1[CH2:8][CH2:7][N:6]([C:16]([O:18][C:19]([CH3:22])([CH3:21])[CH3:20])=[O:17])[CH2:5][CH2:4]1. The yield is 0.920. (6) The reactants are [CH3:1][O:2][C:3](=[O:11])[C:4]1[CH:9]=[CH:8][CH:7]=[C:6]([SH:10])[CH:5]=1.[F:12][C:13]([F:17])([F:16])[CH2:14]I. No catalyst specified. The product is [CH3:1][O:2][C:3](=[O:11])[C:4]1[CH:9]=[CH:8][CH:7]=[C:6]([S:10][CH2:14][C:13]([F:17])([F:16])[F:12])[CH:5]=1. The yield is 0.820. (7) The reactants are CS[C:3]1[NH:4][CH:5]=[C:6]([CH2:10][C:11]2[CH:12]=[N:13][CH:14]=[N:15][CH:16]=2)[C:7](=[O:9])[N:8]=1.[CH3:17][NH:18][CH2:19][CH2:20][C:21]1[CH:26]=[CH:25][C:24]([O:27][C:28]2[CH:33]=[CH:32][CH:31]=[C:30]([C:34]([F:37])([F:36])[F:35])[CH:29]=2)=[CH:23][CH:22]=1. The catalyst is C(O)C. The product is [CH3:17][N:18]([CH2:19][CH2:20][C:21]1[CH:22]=[CH:23][C:24]([O:27][C:28]2[CH:33]=[CH:32][CH:31]=[C:30]([C:34]([F:35])([F:37])[F:36])[CH:29]=2)=[CH:25][CH:26]=1)[C:3]1[NH:4][CH:5]=[C:6]([CH2:10][C:11]2[CH:12]=[N:13][CH:14]=[N:15][CH:16]=2)[C:7](=[O:9])[N:8]=1. The yield is 0.540. (8) The reactants are [C:1]([O:5][C:6]([N:8]1[CH2:13][CH2:12][CH:11]([CH:14]([C:23]2[CH:28]=[CH:27][C:26](Br)=[CH:25][CH:24]=2)[O:15][C:16]2[CH:21]=[CH:20][CH:19]=[C:18]([CH3:22])[N:17]=2)[CH2:10][CH2:9]1)=[O:7])([CH3:4])([CH3:3])[CH3:2].[CH3:30][N:31](C=O)C. The catalyst is [C-]#N.[Zn+2].[C-]#N.C1C=CC(P(C2C=CC=CC=2)[C-]2C=CC=C2)=CC=1.C1C=CC(P(C2C=CC=CC=2)[C-]2C=CC=C2)=CC=1.[Fe+2].C1C=CC(/C=C/C(/C=C/C2C=CC=CC=2)=O)=CC=1.C1C=CC(/C=C/C(/C=C/C2C=CC=CC=2)=O)=CC=1.C1C=CC(/C=C/C(/C=C/C2C=CC=CC=2)=O)=CC=1.[Pd].[Pd]. The product is [C:1]([O:5][C:6]([N:8]1[CH2:13][CH2:12][CH:11]([CH:14]([C:23]2[CH:28]=[CH:27][C:26]([C:30]#[N:31])=[CH:25][CH:24]=2)[O:15][C:16]2[CH:21]=[CH:20][CH:19]=[C:18]([CH3:22])[N:17]=2)[CH2:10][CH2:9]1)=[O:7])([CH3:4])([CH3:3])[CH3:2]. The yield is 0.790. (9) The reactants are [CH2:1]([NH:8][C:9]([C:28]1([C:31](O)=[O:32])[CH2:30][CH2:29]1)([C:14]1[CH:19]=[CH:18][C:17]([O:20][CH2:21][CH2:22][CH2:23][C:24]([F:27])([F:26])[F:25])=[CH:16][CH:15]=1)[C:10]([F:13])([F:12])[F:11])[C:2]1[CH:7]=[CH:6][CH:5]=[CH:4][CH:3]=1.C(Cl)(=O)C(Cl)=O. The catalyst is C(Cl)Cl.CN(C=O)C. The product is [CH2:1]([N:8]1[C:9]([C:14]2[CH:19]=[CH:18][C:17]([O:20][CH2:21][CH2:22][CH2:23][C:24]([F:26])([F:27])[F:25])=[CH:16][CH:15]=2)([C:10]([F:12])([F:11])[F:13])[C:28]2([CH2:30][CH2:29]2)[C:31]1=[O:32])[C:2]1[CH:7]=[CH:6][CH:5]=[CH:4][CH:3]=1. The yield is 0.720.